This data is from Forward reaction prediction with 1.9M reactions from USPTO patents (1976-2016). The task is: Predict the product of the given reaction. (1) The product is: [Cl:1][C:2]1[CH:27]=[CH:26][C:5]([CH2:6][N:7]2[C:15]3[C:10](=[CH:11][C:12]([CH:16]=[C:17]4[S:21][C:20]([N:36]5[CH2:37][CH2:38][C:33]([OH:32])([C:39]([OH:41])=[O:40])[CH2:34][CH2:35]5)=[N:19][C:18]4=[O:25])=[CH:13][CH:14]=3)[CH:9]=[N:8]2)=[C:4]([C:28]([F:31])([F:29])[F:30])[CH:3]=1. Given the reactants [Cl:1][C:2]1[CH:27]=[CH:26][C:5]([CH2:6][N:7]2[C:15]3[C:10](=[CH:11][C:12]([CH:16]=[C:17]4[S:21][C:20](SCC)=[N:19][C:18]4=[O:25])=[CH:13][CH:14]=3)[CH:9]=[N:8]2)=[C:4]([C:28]([F:31])([F:30])[F:29])[CH:3]=1.[OH:32][C:33]1([C:39]([OH:41])=[O:40])[CH2:38][CH2:37][NH:36][CH2:35][CH2:34]1, predict the reaction product. (2) The product is: [CH2:1]([O:3][C:4]([C:6]1[CH:7]=[N:8][N:9]([C:11]2[N:19]=[C:18]3[C:14]([N:15]=[CH:16][N:17]3[C@@H:20]3[CH2:24][C@H:23]([NH:25][C:26](=[O:29])[CH2:27][CH3:28])[C@@H:22]([OH:30])[C@H:21]3[OH:31])=[C:13]([NH:32][CH2:57][CH:56]([C:50]3[CH:55]=[CH:54][CH:53]=[CH:52][CH:51]=3)[C:82]3[CH:87]=[CH:86][CH:85]=[CH:84][CH:83]=3)[N:12]=2)[CH:10]=1)=[O:5])[CH3:2]. Given the reactants [CH2:1]([O:3][C:4]([C:6]1[CH:7]=[N:8][N:9]([C:11]2[N:19]=[C:18]3[C:14]([N:15]=[CH:16][N:17]3[C@@H:20]3[CH2:24][C@H:23]([NH:25][C:26](=[O:29])[CH2:27][CH3:28])[C@@H:22]([OH:30])[C@H:21]3[OH:31])=[C:13]([NH:32]C(C3C=CC(OC)=CC=3)C3C=CC(OC)=CC=3)[N:12]=2)[CH:10]=1)=[O:5])[CH3:2].[C:50]1([CH:56]([C:82]2[CH:87]=[CH:86][CH:85]=[CH:84][CH:83]=2)[CH2:57]NC2N=C(NN)N=C3C=2N=CN3[C@@H]2C[C@H](NC(=O)CC)[C@@H](O)[C@H]2O)[CH:55]=[CH:54][CH:53]=[CH:52][CH:51]=1, predict the reaction product. (3) Given the reactants C([O:3][C:4]([C:6]1[CH2:15][CH2:14][C:9]2([CH2:13][CH2:12][CH2:11][CH2:10]2)[CH2:8][CH:7]=1)=O)C.C1(C)C=CC=CC=1.[H-].C([Al+]CC(C)C)C(C)C.Cl, predict the reaction product. The product is: [CH2:13]1[C:9]2([CH2:14][CH2:15][C:6]([CH2:4][OH:3])=[CH:7][CH2:8]2)[CH2:10][CH2:11][CH2:12]1. (4) Given the reactants [CH3:1][C:2]([CH3:57])([CH2:10][C:11]([O:13][C@H:14]1[CH2:31][CH2:30][C@@:29]2([CH3:32])[C@@H:16]([CH2:17][CH2:18][C@:19]3([CH3:54])[C@@H:28]2[CH2:27][CH2:26][C@H:25]2[C@@:20]3([CH3:53])[CH2:21][CH2:22][C@@:23]3(/[CH:40]=[CH:41]/[C:42](=[O:52])[NH:43][C@H:44]([C:46]4[CH:51]=[CH:50][CH:49]=[CH:48][N:47]=4)[CH3:45])[CH2:35][C:34](=[O:36])[C:33]([CH:37]([CH3:39])[CH3:38])=[C:24]32)[C:15]1([CH3:56])[CH3:55])=[O:12])[C:3]([O:5]C(C)(C)C)=[O:4].[C:58]([OH:64])([C:60]([F:63])([F:62])[F:61])=[O:59], predict the reaction product. The product is: [CH:37]([C:33]1[C:34](=[O:36])[CH2:35][C@:23]2(/[CH:40]=[CH:41]/[C:42](=[O:52])[NH:43][C@H:44]([C:46]3[CH:51]=[CH:50][CH:49]=[CH:48][N:47]=3)[CH3:45])[CH2:22][CH2:21][C@:20]3([CH3:53])[C@H:25]([CH2:26][CH2:27][C@H:28]4[C@@:19]3([CH3:54])[CH2:18][CH2:17][C@@H:16]3[C@:29]4([CH3:32])[CH2:30][CH2:31][C@H:14]([O:13][C:11](=[O:12])[CH2:10][C:2]([CH3:1])([CH3:57])[C:3]([OH:5])=[O:4])[C:15]3([CH3:55])[CH3:56])[C:24]=12)([CH3:38])[CH3:39].[F:61][C:60]([F:63])([F:62])[C:58]([OH:64])=[O:59].